This data is from Catalyst prediction with 721,799 reactions and 888 catalyst types from USPTO. The task is: Predict which catalyst facilitates the given reaction. (1) Reactant: [NH:1]([CH2:3][C:4]([O-:6])=[O:5])[CH3:2].[Na+].Cl.[N:9]#[C:10][NH2:11]. Product: [OH2:5].[O:5]=[C:4]([CH2:3][N:1]([C:10](=[NH:9])[NH2:11])[CH3:2])[OH:6]. The catalyst class is: 6. (2) Reactant: [F:1][C:2]1([F:30])[CH2:7][CH2:6][N:5]([C:8]([C:10]2[NH:11][C:12]3[C:17]([CH:18]=2)=[CH:16][C:15]([C:19]([N:21]2[CH2:26][CH2:25][N:24]([CH:27]([CH3:29])[CH3:28])[CH2:23][CH2:22]2)=[O:20])=[CH:14][CH:13]=3)=[O:9])[CH2:4][CH2:3]1.[F:31][C:32]([F:43])([F:42])[C:33]1[CH:34]=[C:35](B(O)O)[CH:36]=[CH:37][CH:38]=1.N1C=CC=CC=1. Product: [F:30][C:2]1([F:1])[CH2:7][CH2:6][N:5]([C:8]([C:10]2[N:11]([C:37]3[CH:36]=[CH:35][CH:34]=[C:33]([C:32]([F:43])([F:42])[F:31])[CH:38]=3)[C:12]3[C:17]([CH:18]=2)=[CH:16][C:15]([C:19]([N:21]2[CH2:22][CH2:23][N:24]([CH:27]([CH3:28])[CH3:29])[CH2:25][CH2:26]2)=[O:20])=[CH:14][CH:13]=3)=[O:9])[CH2:4][CH2:3]1. The catalyst class is: 221. (3) Reactant: N#N.[N+:3]([C:6]1[CH:7]=[N:8][NH:9][CH:10]=1)([O-:5])=[O:4].[CH3:11][O:12][C:13]([C:15]1[O:16][C:17]([CH2:20]Cl)=[CH:18][CH:19]=1)=[O:14].C([O-])([O-])=O.[K+].[K+].[Br-]. Product: [CH3:11][O:12][C:13]([C:15]1[O:16][C:17]([CH2:20][N:8]2[CH:7]=[C:6]([N+:3]([O-:5])=[O:4])[CH:10]=[N:9]2)=[CH:18][CH:19]=1)=[O:14]. The catalyst class is: 21. (4) Reactant: [CH3:1][N:2]1[C:6]([CH3:7])=[C:5]([S:8](=[O:17])(=[O:16])[NH:9][C@H:10]([CH3:15])[C:11]([F:14])([F:13])[F:12])[CH:4]=[C:3]1[C:18]([O:20]CC)=[O:19].[OH-].[Na+].O.Cl. Product: [CH3:1][N:2]1[C:6]([CH3:7])=[C:5]([S:8](=[O:16])(=[O:17])[NH:9][C@H:10]([CH3:15])[C:11]([F:13])([F:14])[F:12])[CH:4]=[C:3]1[C:18]([OH:20])=[O:19]. The catalyst class is: 8. (5) The catalyst class is: 129. Reactant: [N+:1]([C:4]1[C:13]2[C:8](=[CH:9][CH:10]=[CH:11][CH:12]=2)[CH:7]=[CH:6][C:5]=1[NH:14][C:15]1[CH:16]=[C:17]([CH:20]=[CH:21][CH:22]=1)[C:18]#[N:19])([O-])=O.C1COCC1. Product: [NH2:1][C:4]1[C:13]2[C:8](=[CH:9][CH:10]=[CH:11][CH:12]=2)[CH:7]=[CH:6][C:5]=1[NH:14][C:15]1[CH:16]=[C:17]([CH:20]=[CH:21][CH:22]=1)[C:18]#[N:19].